Dataset: Reaction yield outcomes from USPTO patents with 853,638 reactions. Task: Predict the reaction yield, written as a fraction of the theoretical maximum amount of product (1.0 means a 100% yield; for example, 0.34 means a 34% yield). (1) The reactants are [N+:1]([C:4]1[CH:9]=[C:8](Cl)[CH:7]=[CH:6][C:5]=1[N:11]([CH3:19])[C:12](=O)OC(C)(C)C)([O-])=O.[C:20]1([OH:26])[CH:25]=[CH:24][CH:23]=[CH:22][CH:21]=1.[H-].[Na+].C(O)(=O)[CH2:30][OH:31].C(=O)(O)[O-].[Na+]. The catalyst is O1CCCC1.CN(C=O)C. The product is [O:26]([C:7]1[CH:8]=[CH:9][C:4]2[N:1]=[C:19]([CH2:30][OH:31])[N:11]([CH3:12])[C:5]=2[CH:6]=1)[C:20]1[CH:25]=[CH:24][CH:23]=[CH:22][CH:21]=1. The yield is 0.730. (2) The reactants are O[CH2:2][C:3]1[CH:8]=[CH:7][C:6]([O:9][C:10](=[O:19])[N:11]([CH3:18])[C:12]2[CH:17]=[CH:16][CH:15]=[CH:14][CH:13]=2)=[CH:5][CH:4]=1.[NH:20]1[CH:24]=[N:23][N:22]=[N:21]1. No catalyst specified. The product is [N:20]1([CH2:2][C:3]2[CH:8]=[CH:7][C:6]([O:9][C:10](=[O:19])[N:11]([CH3:18])[C:12]3[CH:17]=[CH:16][CH:15]=[CH:14][CH:13]=3)=[CH:5][CH:4]=2)[CH:24]=[N:23][N:22]=[N:21]1. The yield is 0.0600. (3) The reactants are [P:1]([O:19][CH2:20][CH2:21][N:22]1[C:30]2[C:25](=[CH:26][C:27]([O:31][C:32]3[CH:37]=[CH:36][C:35]([F:38])=[CH:34][C:33]=3[CH2:39][NH:40][C:41]([NH:43][C:44]3[N:48]([C:49]4[CH:54]=[CH:53][C:52]([CH3:55])=[CH:51][CH:50]=4)[N:47]=[C:46]([C:56]([CH3:59])([CH3:58])[CH3:57])[CH:45]=3)=[O:42])=[CH:28][CH:29]=2)[CH:24]=[N:23]1)([O:11]CC1C=CC=CC=1)([O:3]CC1C=CC=CC=1)=[O:2].C1CC=CCC=1. The yield is 0.890. The product is [P:1]([O:19][CH2:20][CH2:21][N:22]1[C:30]2[C:25](=[CH:26][C:27]([O:31][C:32]3[CH:37]=[CH:36][C:35]([F:38])=[CH:34][C:33]=3[CH2:39][NH:40][C:41]([NH:43][C:44]3[N:48]([C:49]4[CH:50]=[CH:51][C:52]([CH3:55])=[CH:53][CH:54]=4)[N:47]=[C:46]([C:56]([CH3:59])([CH3:58])[CH3:57])[CH:45]=3)=[O:42])=[CH:28][CH:29]=2)[CH:24]=[N:23]1)([OH:11])([OH:3])=[O:2]. The catalyst is CCO.CO.[Pd]. (4) The reactants are Cl[C:2]1[N:7]=[C:6]([NH2:8])[CH:5]=[CH:4][N:3]=1.Cl.[CH2:10]1[C:14]2([CH2:18][O:17][CH2:16][CH2:15]2)[CH2:13][NH:12][CH2:11]1.C(=O)([O-])[O-].[Cs+].[Cs+].CN(C)C=O. The catalyst is C(OCC)(=O)C. The product is [CH2:18]1[C:14]2([CH2:10][CH2:11][N:12]([C:2]3[N:7]=[C:6]([NH2:8])[CH:5]=[CH:4][N:3]=3)[CH2:13]2)[CH2:15][CH2:16][O:17]1. The yield is 0.600.